Dataset: Reaction yield outcomes from USPTO patents with 853,638 reactions. Task: Predict the reaction yield, written as a fraction of the theoretical maximum amount of product (1.0 means a 100% yield; for example, 0.34 means a 34% yield). (1) The reactants are Cl.Cl.[CH2:3]([O:5][C:6](=[O:12])[CH2:7][NH:8][CH2:9][CH2:10][NH2:11])[CH3:4].[Cl:13][C:14]1[CH:15]=[CH:16][C:17]2[S:21][C:20]([S:22](Cl)(=[O:24])=[O:23])=[N:19][C:18]=2[CH:26]=1. No catalyst specified. The product is [CH2:3]([O:5][C:6](=[O:12])[CH2:7][NH:8][CH2:9][CH2:10][NH:11][S:22]([C:20]1[S:21][C:17]2[CH:16]=[CH:15][C:14]([Cl:13])=[CH:26][C:18]=2[N:19]=1)(=[O:24])=[O:23])[CH3:4]. The yield is 0.870. (2) The reactants are [CH2:1]=[C:2]([CH2:8][C:9]1[CH:14]=[CH:13][CH:12]=[CH:11][CH:10]=1)[C:3]([O:5]CC)=[O:4].[OH-].[K+]. The catalyst is CO. The product is [CH2:1]=[C:2]([CH2:8][C:9]1[CH:14]=[CH:13][CH:12]=[CH:11][CH:10]=1)[C:3]([OH:5])=[O:4]. The yield is 0.660. (3) The reactants are [Li+].CC([N-]C(C)C)C.[F:9][C:10]1[CH:17]=[CH:16][C:13]([C:14]#[N:15])=[C:12]([C:18]([F:21])([F:20])[F:19])[CH:11]=1.[I:22]I. The catalyst is C1COCC1. The product is [F:9][C:10]1[CH:17]=[CH:16][C:13]([C:14]#[N:15])=[C:12]([C:18]([F:19])([F:20])[F:21])[C:11]=1[I:22]. The yield is 0.441.